Dataset: Catalyst prediction with 721,799 reactions and 888 catalyst types from USPTO. Task: Predict which catalyst facilitates the given reaction. Reactant: [NH2:1][C:2]1[CH:3]=[CH:4][C:5]([CH3:22])=[C:6]([NH:8][C:9]2[O:10][C:11]([C:14]3[CH:21]=[CH:20][C:17]([C:18]#[N:19])=[CH:16][CH:15]=3)=[CH:12][N:13]=2)[CH:7]=1.[F:23][C:24]1[CH:33]=[CH:32][C:27]([C:28](=[O:31])[CH2:29]Br)=[CH:26][CH:25]=1.C([O-])(O)=O.[Na+]. Product: [F:23][C:24]1[CH:33]=[CH:32][C:27]([C:28](=[O:31])[CH2:29][NH:1][C:2]2[CH:3]=[CH:4][C:5]([CH3:22])=[C:6]([NH:8][C:9]3[O:10][C:11]([C:14]4[CH:21]=[CH:20][C:17]([C:18]#[N:19])=[CH:16][CH:15]=4)=[CH:12][N:13]=3)[CH:7]=2)=[CH:26][CH:25]=1. The catalyst class is: 44.